This data is from Peptide-MHC class I binding affinity with 185,985 pairs from IEDB/IMGT. The task is: Regression. Given a peptide amino acid sequence and an MHC pseudo amino acid sequence, predict their binding affinity value. This is MHC class I binding data. The binding affinity (normalized) is 0.325. The MHC is HLA-A11:01 with pseudo-sequence HLA-A11:01. The peptide sequence is VVDKYFDCY.